This data is from Catalyst prediction with 721,799 reactions and 888 catalyst types from USPTO. The task is: Predict which catalyst facilitates the given reaction. (1) Reactant: [OH:1][C:2]1[C:7]([C:8]([OH:10])=O)=[CH:6][N:5]=[C:4]([C:11]2[N:12]=[N:13][CH:14]=[CH:15][CH:16]=2)[N:3]=1.CN(C(ON1N=NC2C=CC=NC1=2)=[N+](C)C)C.F[P-](F)(F)(F)(F)F.[NH2:41][CH:42]([C:57]1[CH:62]=[CH:61][CH:60]=[CH:59][CH:58]=1)[C:43]1[CH:48]=[CH:47][C:46]([P:49](=[O:56])([O:53][CH2:54][CH3:55])[O:50][CH2:51][CH3:52])=[CH:45][CH:44]=1. Product: [OH:1][C:2]1[C:7]([C:8]([NH:41][CH:42]([C:57]2[CH:58]=[CH:59][CH:60]=[CH:61][CH:62]=2)[C:43]2[CH:48]=[CH:47][C:46]([P:49](=[O:56])([O:50][CH2:51][CH3:52])[O:53][CH2:54][CH3:55])=[CH:45][CH:44]=2)=[O:10])=[CH:6][N:5]=[C:4]([C:11]2[N:12]=[N:13][CH:14]=[CH:15][CH:16]=2)[N:3]=1. The catalyst class is: 23. (2) Reactant: [NH2:1][C:2]1[N:6]=[C:5]([CH3:7])[NH:4][N:3]=1.[F:8][C:9]1[CH:14]=[C:13]([F:15])[CH:12]=[CH:11][C:10]=1[CH:16]([C:22](OCC)=[O:23])[C:17](OCC)=[O:18].C(N(CCCC)CCCC)CCC. Product: [F:8][C:9]1[CH:14]=[C:13]([F:15])[CH:12]=[CH:11][C:10]=1[C:16]1[C:22]([OH:23])=[N:1][C:2]2[N:3]([N:4]=[C:5]([CH3:7])[N:6]=2)[C:17]=1[OH:18]. The catalyst class is: 611. (3) Reactant: [C:1]([NH:13][C@H:14]([C:18]([OH:20])=O)[CH:15]([CH3:17])[CH3:16])(=[O:12])[C:2]1[CH:11]=[CH:10][C:9]2[C:4](=[CH:5][CH:6]=[CH:7][CH:8]=2)[N:3]=1.[CH:21]([N:24]([CH2:33][C@@H:34]([OH:44])[C@@H:35]([NH2:43])[CH2:36][C:37]1[CH:42]=[CH:41][CH:40]=[CH:39][CH:38]=1)[NH:25][C:26]([O:28][C:29]([CH3:32])([CH3:31])[CH3:30])=[O:27])([CH3:23])[CH3:22].ON1C2C=CC=CC=2N=N1.CI.CN(C)CCCN=C=NCC. Product: [CH:21]([N:24]([CH2:33][C@@H:34]([OH:44])[C@@H:35]([NH:43][C:18](=[O:20])[C@H:14]([CH:15]([CH3:16])[CH3:17])[NH:13][C:1](=[O:12])[C:2]1[CH:11]=[CH:10][C:9]2[C:4](=[CH:5][CH:6]=[CH:7][CH:8]=2)[N:3]=1)[CH2:36][C:37]1[CH:38]=[CH:39][CH:40]=[CH:41][CH:42]=1)[NH:25][C:26]([O:28][C:29]([CH3:32])([CH3:30])[CH3:31])=[O:27])([CH3:23])[CH3:22]. The catalyst class is: 39. (4) Reactant: Cl.[NH2:2][OH:3].N1C=CC=CC=1.[C:10]([O:14][C:15](=[O:27])[CH:16]=[CH:17][C:18]1[CH:23]=[CH:22][C:21]([OH:24])=[CH:20][C:19]=1[CH:25]=O)([CH3:13])([CH3:12])[CH3:11]. Product: [C:10]([O:14][C:15](=[O:27])[CH:16]=[CH:17][C:18]1[CH:23]=[CH:22][C:21]([OH:24])=[CH:20][C:19]=1[CH:25]=[N:2][OH:3])([CH3:13])([CH3:12])[CH3:11]. The catalyst class is: 8. (5) Reactant: Cl[C:2]1[N:7]=[C:6]([Cl:8])[N:5]=[CH:4][N:3]=1.C(N(CC)C(C)C)(C)C.[CH3:18][S:19]([C:22]1[CH:28]=[CH:27][C:25]([NH2:26])=[CH:24][CH:23]=1)(=[O:21])=[O:20].O1CCCC1. Product: [Cl:8][C:6]1[N:5]=[CH:4][N:3]=[C:2]([NH:26][C:25]2[CH:24]=[CH:23][C:22]([S:19]([CH3:18])(=[O:21])=[O:20])=[CH:28][CH:27]=2)[N:7]=1. The catalyst class is: 288. (6) Reactant: [F:1][C:2]1[C:11]([F:12])=[C:10]2[C:5]([CH2:6][CH2:7][CH:8]([CH2:13][CH2:14][CH2:15][CH2:16][CH3:17])[O:9]2)=[CH:4][C:3]=1[OH:18].[CH2:19]([CH:22]1[CH2:27][CH2:26][CH:25]([CH:28](O)[C:29]#[CH:30])[CH2:24][CH2:23]1)[CH2:20][CH3:21].C1(P(C2C=CC=CC=2)C2C=CC=CC=2)C=CC=CC=1.CC(OC(/N=N/C(OC(C)C)=O)=O)C.[Cl-].[Na+]. Product: [F:1][C:2]1[C:11]([F:12])=[C:10]2[C:5]([CH2:6][CH2:7][CH:8]([CH2:13][CH2:14][CH2:15][CH2:16][CH3:17])[O:9]2)=[CH:4][C:3]=1[O:18][CH:19]([CH:22]1[CH2:23][CH2:24][CH:25]([CH2:28][CH2:29][CH3:30])[CH2:26][CH2:27]1)[C:20]#[CH:21]. The catalyst class is: 1.